This data is from Forward reaction prediction with 1.9M reactions from USPTO patents (1976-2016). The task is: Predict the product of the given reaction. (1) Given the reactants [CH2:1]([O:8][C:9]([N:11]1[CH2:16][CH2:15][C:14]2[N:17]=[C:18](Br)[S:19][C:13]=2[CH:12]1[C:21]1[CH:26]=[C:25]([Cl:27])[CH:24]=[CH:23][C:22]=1[O:28][CH2:29][C:30]([O:32]CC)=[O:31])=[O:10])[C:2]1[CH:7]=[CH:6][CH:5]=[CH:4][CH:3]=1.[C:35]1(B(O)O)[CH:40]=[CH:39][CH:38]=[CH:37][CH:36]=1.C(=O)([O-])[O-].[Na+].[Na+], predict the reaction product. The product is: [CH2:1]([O:8][C:9]([N:11]1[CH2:16][CH2:15][C:14]2[N:17]=[C:18]([C:35]3[CH:40]=[CH:39][CH:38]=[CH:37][CH:36]=3)[S:19][C:13]=2[CH:12]1[C:21]1[CH:26]=[C:25]([Cl:27])[CH:24]=[CH:23][C:22]=1[O:28][CH2:29][C:30]([OH:32])=[O:31])=[O:10])[C:2]1[CH:7]=[CH:6][CH:5]=[CH:4][CH:3]=1. (2) Given the reactants [CH2:1](Br)[C:2]1[CH:7]=[CH:6][CH:5]=[CH:4][CH:3]=1.C(=O)([O-])[O-].[K+].[K+].[CH3:15][O:16][C:17](=[O:29])[C:18]1[CH:23]=[C:22]([C:24](=[O:26])[CH3:25])[C:21]([OH:27])=[CH:20][C:19]=1[OH:28], predict the reaction product. The product is: [C:24]([C:22]1[C:21]([O:27][CH2:1][C:2]2[CH:7]=[CH:6][CH:5]=[CH:4][CH:3]=2)=[CH:20][C:19]([O:28][CH2:1][C:2]2[CH:7]=[CH:6][CH:5]=[CH:4][CH:3]=2)=[C:18]([CH:23]=1)[C:17]([O:16][CH3:15])=[O:29])(=[O:26])[CH3:25]. (3) Given the reactants [CH3:1][O:2][C:3]1[CH:4]=[C:5]2[C:10](=[CH:11][C:12]=1[O:13][CH3:14])[N:9]=[CH:8][CH:7]=[C:6]2[O:15][C:16]1[CH:22]=[CH:21][C:19]([NH2:20])=[C:18]([N+:23]([O-:25])=[O:24])[CH:17]=1.C(N(CC)CC)C.ClC(Cl)(O[C:37](=[O:43])OC(Cl)(Cl)Cl)Cl.[CH:45]([N:48]([CH:52]([CH3:54])[CH3:53])[CH2:49][CH2:50][NH2:51])([CH3:47])[CH3:46], predict the reaction product. The product is: [CH:45]([N:48]([CH:52]([CH3:54])[CH3:53])[CH2:49][CH2:50][NH:51][C:37]([NH:20][C:19]1[CH:21]=[CH:22][C:16]([O:15][C:6]2[C:5]3[C:10](=[CH:11][C:12]([O:13][CH3:14])=[C:3]([O:2][CH3:1])[CH:4]=3)[N:9]=[CH:8][CH:7]=2)=[CH:17][C:18]=1[N+:23]([O-:25])=[O:24])=[O:43])([CH3:47])[CH3:46]. (4) Given the reactants [C:1]([OH:6])(=[O:5])[C:2]([CH3:4])=[CH2:3].C1(C=CC(O)=CC=1)O.[CH:15](O)=[CH:16][CH2:17][CH2:18][CH2:19][CH2:20][CH2:21][CH2:22][CH2:23][CH2:24][CH3:25], predict the reaction product. The product is: [C:1]([O:6][CH2:25][CH2:24][CH2:23][CH2:22][CH2:21][CH2:20][CH2:19][CH2:18][CH2:17][CH:16]=[CH2:15])(=[O:5])[C:2]([CH3:4])=[CH2:3].